Dataset: Reaction yield outcomes from USPTO patents with 853,638 reactions. Task: Predict the reaction yield, written as a fraction of the theoretical maximum amount of product (1.0 means a 100% yield; for example, 0.34 means a 34% yield). (1) The reactants are Cl.[NH2:2][C@H:3]1[C:12]2[C:7](=[CH:8][CH:9]=[C:10]([C:13]3[CH:18]=[CH:17][C:16]([C:19]([N:21]4[CH2:26][CH2:25][O:24][CH2:23][CH2:22]4)=[O:20])=[CH:15][N:14]=3)[CH:11]=2)[N:6]([C:27](=[O:29])[CH3:28])[C@@H:5]([CH3:30])[CH2:4]1.Br[C:32]1[CH:37]=[CH:36][CH:35]=[C:34]([Cl:38])[CH:33]=1.C1(P(C2CCCCC2)C2C=CC=CC=2C2C(N(C)C)=CC=CC=2)CCCCC1.CC(C)([O-])C.[Na+]. The catalyst is O1CCOCC1.C1C=CC(/C=C/C(/C=C/C2C=CC=CC=2)=O)=CC=1.C1C=CC(/C=C/C(/C=C/C2C=CC=CC=2)=O)=CC=1.C1C=CC(/C=C/C(/C=C/C2C=CC=CC=2)=O)=CC=1.[Pd].[Pd]. The product is [Cl:38][C:34]1[CH:33]=[C:32]([NH:2][C@H:3]2[C:12]3[C:7](=[CH:8][CH:9]=[C:10]([C:13]4[CH:18]=[CH:17][C:16]([C:19]([N:21]5[CH2:26][CH2:25][O:24][CH2:23][CH2:22]5)=[O:20])=[CH:15][N:14]=4)[CH:11]=3)[N:6]([C:27](=[O:29])[CH3:28])[C@@H:5]([CH3:30])[CH2:4]2)[CH:37]=[CH:36][CH:35]=1. The yield is 0.0920. (2) The reactants are [Br:1][C:2]1[CH:3]=[CH:4][C:5]([NH2:11])=[C:6]2[C:10]=1[S:9][N:8]=[N:7]2.C1C(=O)N([I:19])C(=O)C1. The catalyst is C1COCC1. The product is [Br:1][C:2]1[CH:3]=[C:4]([I:19])[C:5]([NH2:11])=[C:6]2[C:10]=1[S:9][N:8]=[N:7]2. The yield is 0.770. (3) The reactants are [F:1][C:2]1[CH:3]=[C:4]([CH:12]([C:16]2[CH:21]=[CH:20][C:19]([F:22])=[CH:18][CH:17]=2)[NH:13][CH:14]=O)[CH:5]=[C:6]([C:8]([F:11])([F:10])[F:9])[CH:7]=1.CCN(CC)CC.P(Cl)(Cl)(Cl)=O. The catalyst is C1COCC1. The product is [F:1][C:2]1[CH:7]=[C:6]([C:8]([F:10])([F:11])[F:9])[CH:5]=[C:4]([CH:12]([C:16]2[CH:17]=[CH:18][C:19]([F:22])=[CH:20][CH:21]=2)[N+:13]#[C-:14])[CH:3]=1. The yield is 0.930. (4) The reactants are [CH3:1][C:2]1[CH:7]=[CH:6][CH:5]=[C:4]([N+:8]([O-])=O)[C:3]=1[S:11]([NH:14][C:15]1[CH:16]=[CH:17][CH:18]=[C:19]2[C:24]=1[N:23]=[CH:22][CH:21]=[CH:20]2)(=[O:13])=[O:12].Cl[Sn]Cl. The catalyst is Cl.CCO. The product is [NH2:8][C:4]1[CH:5]=[CH:6][CH:7]=[C:2]([CH3:1])[C:3]=1[S:11]([NH:14][C:15]1[CH:16]=[CH:17][CH:18]=[C:19]2[C:24]=1[N:23]=[CH:22][CH:21]=[CH:20]2)(=[O:13])=[O:12]. The yield is 0.380. (5) The reactants are [C:1](Cl)(Cl)=[O:2].[Br:5][C:6]1[N:11]=[CH:10][C:9]([NH2:12])=[C:8]([NH:13][C:14]([CH3:25])([CH3:24])[CH2:15][CH2:16][O:17][CH:18]2[CH2:23][CH2:22][CH2:21][CH2:20][O:19]2)[CH:7]=1.C(N(CC)CC)C. The catalyst is O1CCCC1.O. The product is [Br:5][C:6]1[N:11]=[CH:10][C:9]2[NH:12][C:1](=[O:2])[N:13]([C:14]([CH3:25])([CH3:24])[CH2:15][CH2:16][O:17][CH:18]3[CH2:23][CH2:22][CH2:21][CH2:20][O:19]3)[C:8]=2[CH:7]=1. The yield is 0.740.